Dataset: Catalyst prediction with 721,799 reactions and 888 catalyst types from USPTO. Task: Predict which catalyst facilitates the given reaction. Reactant: I.[NH2:2][C:3]1[C:4]([C:11]([NH:13][C:14](=[NH:17])SC)=[O:12])=[N:5][C:6]([Cl:10])=[C:7]([NH2:9])[N:8]=1.C(N(CC)CC)C.[C:25]([O:29][C:30](=[O:48])[NH:31][CH2:32][CH2:33][NH:34][C:35](=[O:47])[C:36]1[CH:41]=[CH:40][C:39]([CH2:42][CH2:43][CH2:44][CH2:45][NH2:46])=[CH:38][CH:37]=1)([CH3:28])([CH3:27])[CH3:26]. Product: [C:25]([O:29][C:30](=[O:48])[NH:31][CH2:32][CH2:33][NH:34][C:35](=[O:47])[C:36]1[CH:41]=[CH:40][C:39]([CH2:42][CH2:43][CH2:44][CH2:45][NH:46][C:14]([NH2:17])=[N:13][C:11]([C:4]2[C:3]([NH2:2])=[N:8][C:7]([NH2:9])=[C:6]([Cl:10])[N:5]=2)=[O:12])=[CH:38][CH:37]=1)([CH3:28])([CH3:26])[CH3:27]. The catalyst class is: 5.